From a dataset of Orexin1 receptor HTS with 218,158 compounds and 233 confirmed actives. Binary Classification. Given a drug SMILES string, predict its activity (active/inactive) in a high-throughput screening assay against a specified biological target. (1) The compound is s1c(/C=N\NC(=O)C2CN(C(=O)C2)c2ccc(OCC)cc2)c(cc1)C. The result is 0 (inactive). (2) The compound is O(c1c(C2=NC(N=C2C)c2ccc(cc2)C)cccc1)C. The result is 0 (inactive). (3) The molecule is O=C1CC(Cc2nc(ncc12)Nc1ccc(cc1)CC)c1ccc(OC)cc1. The result is 0 (inactive). (4) The drug is O(c1cc(C2(CCCC2)CNC(=O)Cc2ccccc2)ccc1OC)C. The result is 0 (inactive). (5) The drug is O(c1c([N+]([O-])=O)cc(cc1)/C=N\NC(=O)c1cccnc1)c1ccc(OC)cc1. The result is 0 (inactive). (6) The molecule is S(=O)(=O)(NCC(=O)N(CC(=O)NC(C)(C)C)Cc1cc2OCOc2cc1)c1ccc(cc1)C. The result is 0 (inactive). (7) The compound is O=c1n(n(c(c1NC(=O)COC(=O)c1n(ccc1)C)C)C)c1ccccc1. The result is 0 (inactive). (8) The compound is O=c1n(c(=O)n(c2nc(N3CCN(CC3)C)n(c12)CC(=O)N)C)C. The result is 0 (inactive).